Dataset: Reaction yield outcomes from USPTO patents with 853,638 reactions. Task: Predict the reaction yield, written as a fraction of the theoretical maximum amount of product (1.0 means a 100% yield; for example, 0.34 means a 34% yield). (1) The reactants are [N:1]12[CH2:8][CH2:7][C:4]([C:9]([C:17]3[CH:22]=[CH:21][CH:20]=[CH:19][CH:18]=3)([C:11]3[CH:16]=[CH:15][CH:14]=[CH:13][CH:12]=3)[OH:10])([CH2:5][CH2:6]1)[CH2:3][CH2:2]2.[Br:23][CH2:24][CH2:25][CH2:26][O:27][C:28]1[CH:33]=[CH:32][C:31]([C:34]2[CH:39]=[CH:38][CH:37]=[CH:36][CH:35]=2)=[CH:30][CH:29]=1. The catalyst is CC#N. The product is [Br-:23].[C:31]1([C:34]2[CH:35]=[CH:36][CH:37]=[CH:38][CH:39]=2)[CH:30]=[CH:29][C:28]([O:27][CH2:26][CH2:25][CH2:24][N+:1]23[CH2:6][CH2:5][C:4]([C:9]([OH:10])([C:17]4[CH:22]=[CH:21][CH:20]=[CH:19][CH:18]=4)[C:11]4[CH:12]=[CH:13][CH:14]=[CH:15][CH:16]=4)([CH2:3][CH2:2]2)[CH2:7][CH2:8]3)=[CH:33][CH:32]=1. The yield is 0.752. (2) The reactants are [Br:1][C:2]1[CH:3]=[C:4]2[CH:12]=[CH:11][N:10]([CH3:13])[C:5]2=[C:6]([O:8][CH3:9])[N:7]=1.[I:14]N1C(=O)CCC1=O. The catalyst is CN(C)C=O. The product is [Br:1][C:2]1[CH:3]=[C:4]2[C:12]([I:14])=[CH:11][N:10]([CH3:13])[C:5]2=[C:6]([O:8][CH3:9])[N:7]=1. The yield is 0.940. (3) The reactants are Br[C:2]1[CH:8]=[CH:7][C:5]([NH2:6])=[C:4]([F:9])[CH:3]=1.[CH3:10][PH:11](=[O:13])[CH3:12].CC1(C)C2C(=C(P(C3C=CC=CC=3)C3C=CC=CC=3)C=CC=2)OC2C(P(C3C=CC=CC=3)C3C=CC=CC=3)=CC=CC1=2.P([O-])([O-])([O-])=O.[K+].[K+].[K+]. The catalyst is CN(C=O)C.C([O-])(=O)C.[Pd+2].C([O-])(=O)C. The product is [CH3:10][P:11]([C:2]1[CH:8]=[CH:7][C:5]([NH2:6])=[C:4]([F:9])[CH:3]=1)([CH3:12])=[O:13]. The yield is 0.200. (4) The reactants are [NH:1]1[CH2:6][CH2:5][CH2:4][C@@H:3]([C:7]([OH:9])=[O:8])[CH2:2]1.C(=O)(O)[O-].[Na+].Cl[C:16]([O:18][CH2:19][C:20]1[CH:25]=[CH:24][CH:23]=[CH:22][CH:21]=1)=[O:17]. The catalyst is C1COCC1.O. The product is [CH2:19]([O:18][C:16]([N:1]1[CH2:6][CH2:5][CH2:4][C@@H:3]([C:7]([OH:9])=[O:8])[CH2:2]1)=[O:17])[C:20]1[CH:25]=[CH:24][CH:23]=[CH:22][CH:21]=1. The yield is 0.360. (5) The product is [CH3:34][N:11]([CH2:12][CH2:13][CH2:14][NH:15][C:16]1[C:25]2[C:20](=[CH:21][CH:22]=[CH:23][CH:24]=2)[N:19]([CH3:26])[C:18]2=[C:27]3[C:32](=[N:33][C:17]=12)[CH:31]=[CH:30][CH:29]=[CH:28]3)[CH2:10][CH2:9][CH2:8][NH2:7]. The yield is 0.920. The reactants are C(OC(=O)[NH:7][CH2:8][CH2:9][CH2:10][N:11]([CH3:34])[CH2:12][CH2:13][CH2:14][NH:15][C:16]1[C:25]2[C:20](=[CH:21][CH:22]=[CH:23][CH:24]=2)[N:19]([CH3:26])[C:18]2=[C:27]3[C:32](=[N:33][C:17]=12)[CH:31]=[CH:30][CH:29]=[CH:28]3)(C)(C)C.FC(F)(F)C(O)=O. The catalyst is C(Cl)Cl. (6) The reactants are [CH:1]([O:4][C:5]([N:7]1[CH2:13][CH2:12][CH2:11][C:10](=O)[C:9]2[CH:15]=[C:16]([Br:20])[C:17]([Cl:19])=[CH:18][C:8]1=2)=[O:6])([CH3:3])[CH3:2].[F:21][C:22]([F:36])([F:35])[C:23]1[CH:24]=[C:25]([CH:28]=[C:29]([C:31]([F:34])([F:33])[F:32])[CH:30]=1)[CH2:26][NH2:27].C([BH3-])#N.[Na+]. The catalyst is CO.CC(C)[O-].[Ti+4].CC(C)[O-].CC(C)[O-].CC(C)[O-]. The product is [CH:1]([O:4][C:5]([N:7]1[CH2:13][CH2:12][CH2:11][CH:10]([NH:27][CH2:26][C:25]2[CH:28]=[C:29]([C:31]([F:32])([F:33])[F:34])[CH:30]=[C:23]([C:22]([F:21])([F:35])[F:36])[CH:24]=2)[C:9]2[CH:15]=[C:16]([Br:20])[C:17]([Cl:19])=[CH:18][C:8]1=2)=[O:6])([CH3:3])[CH3:2]. The yield is 0.880. (7) The reactants are Cl[C:2]1[C:14]2[C:13]3[C:8](=[CH:9][CH:10]=[CH:11][CH:12]=3)[NH:7][C:6]=2[N:5]=[C:4]([NH:15][C:16](=[O:21])[C:17]([CH3:20])([CH3:19])[CH3:18])[N:3]=1.CO[C:24]1[CH:31]=[CH:30][C:27]([NH:28][CH3:29])=[CH:26][CH:25]=1.C(Cl)(Cl)Cl.[CH3:36][OH:37]. No catalyst specified. The product is [CH3:36][O:37][C:31]1[CH:30]=[C:27]([N:28]([CH3:29])[C:2]2[C:14]3[C:13]4[C:8](=[CH:9][CH:10]=[CH:11][CH:12]=4)[NH:7][C:6]=3[N:5]=[C:4]([NH:15][C:16](=[O:21])[C:17]([CH3:20])([CH3:19])[CH3:18])[N:3]=2)[CH:26]=[CH:25][CH:24]=1. The yield is 0.450.